Predict the product of the given reaction. From a dataset of Forward reaction prediction with 1.9M reactions from USPTO patents (1976-2016). (1) Given the reactants [Cl:1][C:2]1[CH:3]=[C:4]2[C:14](=[CH:15][CH:16]=1)[C:8]1([CH2:13][CH2:12][O:11][CH2:10][CH2:9]1)[C:7](=[O:17])[C:6]([C:18](OCC)=[O:19])=[C:5]2[OH:23].C(N(C(C)C)C(C)C)C.Cl.[C:34]([O:38][C:39](=[O:43])[C@@H:40]([CH3:42])[NH2:41])([CH3:37])([CH3:36])[CH3:35], predict the reaction product. The product is: [Cl:1][C:2]1[CH:3]=[C:4]2[C:14](=[CH:15][CH:16]=1)[C:8]1([CH2:13][CH2:12][O:11][CH2:10][CH2:9]1)[C:7](=[O:17])[C:6]([C:18]([NH:41][C@@H:40]([C:39]([O:38][C:34]([CH3:37])([CH3:36])[CH3:35])=[O:43])[CH3:42])=[O:19])=[C:5]2[OH:23]. (2) Given the reactants [CH3:1][O:2][C:3]1[C:4]([CH2:12][N:13]([CH3:15])[CH3:14])=[C:5]2[C:9](=[CH:10][CH:11]=1)[NH:8][CH:7]=[CH:6]2.CN(C=O)C.[C:21]([C:23]1[CH:28]=[CH:27][CH:26]=[CH:25][C:24]=1[S:29](Cl)(=[O:31])=[O:30])#[N:22], predict the reaction product. The product is: [CH3:15][N:13]([CH2:12][C:4]1[C:3]([O:2][CH3:1])=[CH:11][CH:10]=[C:9]2[C:5]=1[CH:6]=[CH:7][N:8]2[S:29]([C:24]1[CH:25]=[CH:26][CH:27]=[CH:28][C:23]=1[C:21]#[N:22])(=[O:31])=[O:30])[CH3:14]. (3) Given the reactants [CH:1]1([NH:4][CH:5]2[CH2:10][CH2:9][N:8]([C:11]3[O:15][N:14]=[C:13]([CH2:16][CH2:17][CH3:18])[N:12]=3)[CH2:7][CH2:6]2)[CH2:3][CH2:2]1.[O:19]1[C:23]([C:24]2[N:25]=[CH:26][C:27]([C:30](O)=[O:31])=[N:28][CH:29]=2)=[CH:22][N:21]=[CH:20]1, predict the reaction product. The product is: [CH:1]1([N:4]([CH:5]2[CH2:10][CH2:9][N:8]([C:11]3[O:15][N:14]=[C:13]([CH2:16][CH2:17][CH3:18])[N:12]=3)[CH2:7][CH2:6]2)[C:30]([C:27]2[CH:26]=[N:25][C:24]([C:23]3[O:19][CH:20]=[N:21][CH:22]=3)=[CH:29][N:28]=2)=[O:31])[CH2:2][CH2:3]1. (4) The product is: [F:1][C:2]([F:16])([F:15])[C:3]1[CH:4]=[C:5]([CH:8]=[C:9]([C:11]([F:14])([F:13])[F:12])[CH:10]=1)[CH2:6][NH:17][C@H:18]1[CH2:24][CH2:23][CH2:22][N:21]([C:25]([O:27][C:28]([CH3:31])([CH3:30])[CH3:29])=[O:26])[C:20]2[CH:32]=[C:33]([C:37]([F:40])([F:38])[F:39])[C:34]([CH3:36])=[CH:35][C:19]1=2. Given the reactants [F:1][C:2]([F:16])([F:15])[C:3]1[CH:4]=[C:5]([CH:8]=[C:9]([C:11]([F:14])([F:13])[F:12])[CH:10]=1)[CH:6]=O.[NH2:17][C@H:18]1[CH2:24][CH2:23][CH2:22][N:21]([C:25]([O:27][C:28]([CH3:31])([CH3:30])[CH3:29])=[O:26])[C:20]2[CH:32]=[C:33]([C:37]([F:40])([F:39])[F:38])[C:34]([CH3:36])=[CH:35][C:19]1=2.[BH4-].[Na+], predict the reaction product. (5) The product is: [Cl:1][C:2]1[C:3]([O:12][C:13]2[CH:18]=[C:17]([O:19][CH2:20][CH2:21][O:22][CH3:23])[CH:16]=[CH:15][C:14]=2/[CH:24]=[CH:25]/[C:26]([NH:52][S:49]([C:46]2[CH:45]=[CH:44][C:43]([C:42]([F:41])([F:54])[F:53])=[CH:48][CH:47]=2)(=[O:50])=[O:51])=[O:27])=[N:4][CH:5]=[C:6]([C:8]([F:11])([F:9])[F:10])[CH:7]=1. Given the reactants [Cl:1][C:2]1[C:3]([O:12][C:13]2[CH:18]=[C:17]([O:19][CH2:20][CH2:21][O:22][CH3:23])[CH:16]=[CH:15][C:14]=2/[CH:24]=[CH:25]/[C:26](O)=[O:27])=[N:4][CH:5]=[C:6]([C:8]([F:11])([F:10])[F:9])[CH:7]=1.Cl.C(N=C=NCCCN(C)C)C.[F:41][C:42]([F:54])([F:53])[C:43]1[CH:48]=[CH:47][C:46]([S:49]([NH2:52])(=[O:51])=[O:50])=[CH:45][CH:44]=1.Cl, predict the reaction product.